Dataset: Reaction yield outcomes from USPTO patents with 853,638 reactions. Task: Predict the reaction yield, written as a fraction of the theoretical maximum amount of product (1.0 means a 100% yield; for example, 0.34 means a 34% yield). (1) The reactants are [Br:1][C:2]1[CH:7]=[CH:6][C:5](O)=[C:4]([C:9]([CH3:16])([CH3:15])[CH2:10][C:11]([OH:14])([CH3:13])[CH3:12])[CH:3]=1.C1(C)C=CC(S(O)(=O)=O)=CC=1. The catalyst is C1C=CC=CC=1. The product is [Br:1][C:2]1[CH:3]=[C:4]2[C:5](=[CH:6][CH:7]=1)[O:14][C:11]([CH3:13])([CH3:12])[CH2:10][C:9]2([CH3:16])[CH3:15]. The yield is 0.800. (2) The reactants are [CH:1](=O)[CH3:2].C(O[BH-](OC(=O)C)OC(=O)C)(=O)C.[Na+].[NH2:18][C:19]1[CH:28]=[C:27]([C:29]#[N:30])[CH:26]=[CH:25][C:20]=1[C:21]([O:23][CH3:24])=[O:22].C(=O)([O-])O.[Na+]. The catalyst is C(O)(=O)C. The product is [C:29]([C:27]1[CH:26]=[CH:25][C:20]([C:21]([O:23][CH3:24])=[O:22])=[C:19]([NH:18][CH2:1][CH3:2])[CH:28]=1)#[N:30]. The yield is 0.230. (3) The reactants are [CH2:1]([N:8]1[CH:16]=[N:15][C:14]2[C:9]1=[N:10][C:11]([Cl:18])=[N:12][C:13]=2[Cl:17])[C:2]1[CH:7]=[CH:6][CH:5]=[CH:4][CH:3]=1.[C:19]1([Li])[CH:24]=[CH:23][CH:22]=[CH:21][CH:20]=1.C(C1C(=O)C(Cl)=C(Cl)C(=O)C=1C#N)#N.[NH4+].[Cl-]. The catalyst is C1CCCCC1.C(OCC)C.C1COCC1. The product is [CH2:1]([N:8]1[C:16]([C:19]2[CH:24]=[CH:23][CH:22]=[CH:21][CH:20]=2)=[N:15][C:14]2[C:9]1=[N:10][C:11]([Cl:18])=[N:12][C:13]=2[Cl:17])[C:2]1[CH:3]=[CH:4][CH:5]=[CH:6][CH:7]=1. The yield is 0.530. (4) The reactants are Br[C:2]1[CH:9]=[CH:8][C:5]([C:6]#[N:7])=[CH:4][CH:3]=1.[H-].[Na+].C1(C)C=CC(P(C2C=CC(C)=CC=2)[C:19]2(P(C3C=CC(C)=CC=3)C3C=CC(C)=CC=3)[CH2:28][CH:27]=[C:26]3[C:21](C=CC=C3)=[C:20]2[C:29]2[C:38]3C(=CC=CC=3)C=CC=2)=CC=1.C(OCC)(=[O:64])C. The catalyst is C1(C)C=CC=CC=1.C1C=CC(/C=C/C(/C=C/C2C=CC=CC=2)=O)=CC=1.C1C=CC(/C=C/C(/C=C/C2C=CC=CC=2)=O)=CC=1.C1C=CC(/C=C/C(/C=C/C2C=CC=CC=2)=O)=CC=1.[Pd].[Pd].O. The product is [C:20]1([CH:29]([O:64][C:2]2[CH:9]=[CH:8][C:5]([C:6]#[N:7])=[CH:4][CH:3]=2)[CH3:38])[CH:21]=[CH:26][CH:27]=[CH:28][CH:19]=1. The yield is 0.260. (5) The yield is 0.850. The catalyst is C(O)(=O)C.C1(C)C=CC=CC=1. The reactants are [NH2:1][C:2]1[CH:7]=[CH:6][C:5]([Br:8])=[CH:4][C:3]=1[NH:9][C:10]([C@@H:12]1[CH2:16][CH2:15][CH2:14][N:13]1[C:17]([O:19][C:20]([CH3:23])([CH3:22])[CH3:21])=[O:18])=O. The product is [Br:8][C:5]1[CH:6]=[CH:7][C:2]2[NH:1][C:10]([C@@H:12]3[CH2:16][CH2:15][CH2:14][N:13]3[C:17]([O:19][C:20]([CH3:23])([CH3:22])[CH3:21])=[O:18])=[N:9][C:3]=2[CH:4]=1. (6) The reactants are [CH2:1](OCC)C.FB(F)F.[CH:10]1[C:23]2[CH:22]=[CH:21][C:20]3[C:15](=[N:16][CH:17]=[CH:18][CH:19]=3)[C:14]=2[NH:13][S:12](=[O:25])(=[O:24])[N:11]=1.C[Li]. The catalyst is C1COCC1. The product is [CH3:1][CH:10]1[C:23]2[CH:22]=[CH:21][C:20]3[C:15](=[N:16][CH:17]=[CH:18][CH:19]=3)[C:14]=2[NH:13][S:12](=[O:25])(=[O:24])[NH:11]1. The yield is 0.280.